From a dataset of Kir2.1 potassium channel HTS with 301,493 compounds. Binary Classification. Given a drug SMILES string, predict its activity (active/inactive) in a high-throughput screening assay against a specified biological target. The molecule is FC(F)(F)c1c(n2c(=O)c3c(nc2)cccc3)cccc1. The result is 0 (inactive).